Regression. Given a target protein amino acid sequence and a drug SMILES string, predict the binding affinity score between them. We predict pKi (pKi = -log10(Ki in M); higher means stronger inhibition). Dataset: bindingdb_ki. From a dataset of Drug-target binding data from BindingDB using Ki measurements. (1) The small molecule is CC(=O)Nc1ccc(OC[C@H](O)CN[C@H](C)CCCCC(=O)Nc2ccc(C(F)(F)F)cc2)cc1. The target protein (P18762) has sequence MGPHGNDSDFLLAPNGSRAPDHDVTQERDEAWVVGMAILMSVIVLAIVFGNVLVITAIAKFERLQTVTNYFIISLACADLVMGLAVVPFGASHILMKMWNFGNFWCEFWTSIDVLCVTASIETLCVIAVDRYVAITSPFKYQSLLTKNKARVVILMVWIVSGLTSFLPIQMHWYRATHKKAIDCYTEETCCDFFTNQAYAIASSIVSFYVPLVVMVFVYSRVFQVAKRQLQKIDKSEGRFHAQNLSQVEQDGRSGHGLRRSSKFCLKEHKALKTLGIIMGTFTLCWLPFFIVNIVHVIRDNLIPKEVYILLNWLGYVNSAFNPLIYCRSPDFRIAFQELLCLRRSSSKTYGNGYSSNSNGRTDYTGEPNTCQLGQEREQELLCEDPPGMEGFVNCQGTVPSLSVDSQGRNCSTNDSPL. The pKi is 5.7. (2) The compound is CCOC(=O)NCCCCC(C)(C)CN(C[C@@H](O)[C@H](Cc1ccccc1)NC(=O)O[C@H]1CO[C@H]2OCC[C@@H]12)S(=O)(=O)c1ccc2c(c1)OCO2. The target protein sequence is PQVTLWQRPIVTIKIGGQQREALLDTGADDTVLEDINLPGRWKPKIIGGVGGFVKVRQYDQVPIEICGHKVIGTVLVGPTPANIIGRNLMTQIGCTLNF. The pKi is 10.0. (3) The drug is CCCCCCCCc1ccc(Oc2ccccc2)c(O)c1. The target protein sequence is MGFLAGKKILITGLLSNKSIAYGIAKAMHREGAELAFTYVGQFKDRVEKLCAEFNPAAVLPCDVTSDQEIKDLFVELGKVWDGLDAIVHSIAFAPRDQLEGNFIDCVTREGFSIAHDISAYSFAALAKEGRSMMKNRNASMVALTYIGAEKAMPSYNTMGIAKASLEATVRYTALALGEDGIKVNAVSAGPIKTLAASGISNFKKMLDYNAMVSPLKKNVDIMEVGNTVAFLCSDMATGITGEVVHVDAGYHCVSMGNVL. The pKi is 6.7. (4) The compound is CN1CCc2cc(Cl)c(O)cc2[C@@H](c2ccccc2)C1. The target protein sequence is VIMGVFVCCWLPFFILNCILPFCGSGETQPFCIDSITFDVFVWFGWANSSLNPIIYAFNADFRKAFSTLLGCYRLCPA. The pKi is 8.8. (5) The drug is CN(C)c1ccc(NC(=O)Nc2ccc(Cn3cc4c(=O)[nH]cnc4n3)cc2)cc1. The target protein (P56658) has sequence MAQTPAFNKPKVELHVHLDGAIKPETILYYGRKRGIALPADTPEELQNIIGMDKPLSLPEFLAKFDYYMPAIAGCREAVKRIAYEFVEMKAKDGVVYVEVRYSPHLLANSKVEPIPWNQAEGDLTPDEVVSLVNQGLQEGERDFGVKVRSILCCMRHQPSWSSEVVELCKKYREQTVVAIDLAGDETIEGSSLFPGHVKAYAEAVKSGVHRTVHAGEVGSANVVKEAVDTLKTERLGHGYHTLEDATLYNRLRQENMHFEVCPWSSYLTGAWKPDTEHPVVRFKNDQVNYSLNTDDPLIFKSTLDTDYQMTKNEMGFTEEEFKRLNINAAKSSFLPEDEKKELLDLLYKAYGMPSPASAEQCL. The pKi is 5.7.